From a dataset of Rat liver microsome stability data. Regression/Classification. Given a drug SMILES string, predict its absorption, distribution, metabolism, or excretion properties. Task type varies by dataset: regression for continuous measurements (e.g., permeability, clearance, half-life) or binary classification for categorical outcomes (e.g., BBB penetration, CYP inhibition). Dataset: rlm. (1) The molecule is CC(C)c1ccccc1-c1ncc(F)c(NCC2CCN(c3cccnc3)CC2)n1. The result is 1 (stable in rat liver microsomes). (2) The drug is CS(=O)(=O)N1CCN(C(=O)c2cnc3ccc(F)cc3c2N2CCC(CO)(c3ccccc3)CC2)CC1. The result is 1 (stable in rat liver microsomes). (3) The drug is Cn1cc(C2=C(c3cn(C)c4cc([N+](=O)[O-])ccc34)C(=O)NC2=O)c2ccccc21. The result is 1 (stable in rat liver microsomes). (4) The molecule is Cn1c(Nc2ccc(I)cc2F)c(C(=O)NOCCO)c2c1C(=O)CC2. The result is 1 (stable in rat liver microsomes). (5) The drug is Clc1ccccc1-c1nc(NCc2ccc(-c3cccnc3)cc2)c2ccccc2n1. The result is 1 (stable in rat liver microsomes). (6) The drug is CC[C@H](NS(=O)(=O)c1ccc(-c2sc(CC(C)(C)C(=O)O)nc2CC2CCC2)c(C(F)F)c1F)C(F)(F)F. The result is 0 (unstable in rat liver microsomes). (7) The drug is CNC(=O)C1CCN(c2nc(-c3ccc(Br)cc3)cs2)CC1. The result is 1 (stable in rat liver microsomes).